From a dataset of Reaction yield outcomes from USPTO patents with 853,638 reactions. Predict the reaction yield, written as a fraction of the theoretical maximum amount of product (1.0 means a 100% yield; for example, 0.34 means a 34% yield). (1) The reactants are [Br:1][C:2]1[CH:7]=[CH:6][C:5]([NH:8][C:9]2[C:10]([C:20]([OH:22])=O)=[CH:11][C:12]3[N:16](C)[CH:15]=[N:14][C:13]=3[C:18]=2[F:19])=[C:4]([Cl:23])[CH:3]=1.C1C=CC2N(O)N=[N:30][C:28]=2C=1.C(N(CC)CC)C.CN.CCN=C=NCCCN(C)C. The catalyst is CN(C)C=O.C(OCC)(=O)C.O. The product is [CH3:28][NH:30][C:20]([C:10]1[C:9]([NH:8][C:5]2[CH:6]=[CH:7][C:2]([Br:1])=[CH:3][C:4]=2[Cl:23])=[C:18]([F:19])[C:13]2[N:14]=[CH:15][NH:16][C:12]=2[CH:11]=1)=[O:22]. The yield is 0.420. (2) The reactants are [CH3:1][O:2][C:3]1[C:4]([N:25]2[CH2:30][CH2:29][CH2:28][C@H:27]([NH:31]C(=O)OC(C)(C)C)[CH2:26]2)=[N:5][C:6]([N:9]2[C:17]3[CH:16]=[C:15]([C:18]4[CH:23]=[N:22][CH:21]=[C:20]([CH3:24])[N:19]=4)[N:14]=[CH:13][C:12]=3[CH:11]=[N:10]2)=[CH:7][CH:8]=1.Cl. The catalyst is CO.O1CCOCC1. The product is [CH3:1][O:2][C:3]1[C:4]([N:25]2[CH2:30][CH2:29][CH2:28][C@H:27]([NH2:31])[CH2:26]2)=[N:5][C:6]([N:9]2[C:17]3[CH:16]=[C:15]([C:18]4[CH:23]=[N:22][CH:21]=[C:20]([CH3:24])[N:19]=4)[N:14]=[CH:13][C:12]=3[CH:11]=[N:10]2)=[CH:7][CH:8]=1. The yield is 0.910. (3) The reactants are [OH-].[Na+].C([O:5][C:6](=[O:17])[C:7]1[CH:12]=[CH:11][C:10]([F:13])=[CH:9][C:8]=1[O:14][CH2:15][CH3:16])C. The catalyst is CCO. The product is [CH2:15]([O:14][C:8]1[CH:9]=[C:10]([F:13])[CH:11]=[CH:12][C:7]=1[C:6]([OH:17])=[O:5])[CH3:16]. The yield is 0.900. (4) The reactants are [Br:1][C:2]1[CH:3]=[C:4]2[C:8](=[CH:9][CH:10]=1)[CH:7](O)[CH2:6][CH2:5]2.O.C1(C)C=CC(S(O)(=O)=O)=CC=1. The catalyst is C1C=CC=CC=1. The product is [Br:1][C:2]1[CH:3]=[C:4]2[C:8](=[CH:9][CH:10]=1)[CH2:7][CH:6]=[CH:5]2. The yield is 0.870.